Dataset: Reaction yield outcomes from USPTO patents with 853,638 reactions. Task: Predict the reaction yield, written as a fraction of the theoretical maximum amount of product (1.0 means a 100% yield; for example, 0.34 means a 34% yield). (1) The reactants are [NH2:1][C:2]1[C:3]([NH:9][C@H:10]2[C@@H:14]3[O:15][C:16]([CH3:19])([CH3:18])[O:17][C@@H:13]3[C@@H:12]([CH2:20][N:21]([CH3:36])[CH2:22][CH2:23][CH2:24][N:25]3[C:33](=[O:34])[C:32]4[C:27](=[CH:28][CH:29]=[CH:30][CH:31]=4)[C:26]3=[O:35])[CH2:11]2)=[N:4][CH:5]=[N:6][C:7]=1[Cl:8].[CH:37]([O-])([O-])OCC. The catalyst is C(O)(=O)C. The product is [Cl:8][C:7]1[N:6]=[CH:5][N:4]=[C:3]2[C:2]=1[N:1]=[CH:37][N:9]2[C@H:10]1[C@@H:14]2[O:15][C:16]([CH3:18])([CH3:19])[O:17][C@@H:13]2[C@@H:12]([CH2:20][N:21]([CH3:36])[CH2:22][CH2:23][CH2:24][N:25]2[C:26](=[O:35])[C:27]3[C:32](=[CH:31][CH:30]=[CH:29][CH:28]=3)[C:33]2=[O:34])[CH2:11]1. The yield is 0.850. (2) The reactants are [Cl:1][C:2]1[CH:3]=[C:4]([C:8]2[N:13]=[C:12]([NH:14][C:15]3[O:16][C:17]([CH2:20][C:21]([O:23]C)=O)=[CH:18][N:19]=3)[CH:11]=[C:10]([CH2:25][CH3:26])[N:9]=2)[CH:5]=[CH:6][CH:7]=1.[Cl-].[NH4+:28].N. The catalyst is CO. The product is [Cl:1][C:2]1[CH:3]=[C:4]([C:8]2[N:13]=[C:12]([N:14]=[C:15]3[NH:19][CH:18]=[C:17]([CH2:20][C:21]([NH2:28])=[O:23])[O:16]3)[CH:11]=[C:10]([CH2:25][CH3:26])[N:9]=2)[CH:5]=[CH:6][CH:7]=1. The yield is 0.720. (3) The product is [NH2:12][C:8]1[CH:7]=[C:6]2[C:11](=[CH:10][CH:9]=1)[N:2]([CH3:1])[C:3](=[O:15])[CH2:4][CH2:5]2. The yield is 0.970. The catalyst is CCO.O.[Fe]. The reactants are [CH3:1][N:2]1[C:11]2[C:6](=[CH:7][C:8]([N+:12]([O-])=O)=[CH:9][CH:10]=2)[CH2:5][CH2:4][C:3]1=[O:15].[Cl-].[NH4+]. (4) The reactants are C[O:2][C:3]1[CH:4]=[CH:5][C:6]2[C:10]([C:11]3[C:15]([F:17])([F:16])[C:14]([F:19])([F:18])[C:13]([F:21])([F:20])[C:12]=3[C:22]3[C:23]4[CH:31]=[CH:30][C:29]([O:32]C)=[CH:28][C:24]=4[S:25][C:26]=3[CH3:27])=[C:9]([CH3:34])[S:8][C:7]=2[CH:35]=1.B(Br)(Br)Br.Cl. The catalyst is C(Cl)Cl. The product is [OH:32][C:29]1[CH:30]=[CH:31][C:23]2[C:22]([C:12]3[C:13]([F:20])([F:21])[C:14]([F:18])([F:19])[C:15]([F:17])([F:16])[C:11]=3[C:10]3[C:6]4[CH:5]=[CH:4][C:3]([OH:2])=[CH:35][C:7]=4[S:8][C:9]=3[CH3:34])=[C:26]([CH3:27])[S:25][C:24]=2[CH:28]=1. The yield is 0.930. (5) The reactants are CS(O[CH2:6][CH2:7][C:8]1[CH:13]=[CH:12][C:11]([O:14][C:15]2[S:16][C:17]3[C:18]([N:23]=2)=[N:19][CH:20]=[CH:21][CH:22]=3)=[CH:10][CH:9]=1)(=O)=O.[C:24]([N:27]1[CH2:32][C@@H:31]2[CH2:33][C@H:28]1[CH2:29][NH:30]2)(=[O:26])C.C([O-])([O-])=O.[K+].[K+].CC#[N:42]. No catalyst specified. The product is [S:16]1[C:17]2[C:18](=[N:19][CH:20]=[CH:21][CH:22]=2)[N:23]=[C:15]1[O:14][C:11]1[CH:12]=[CH:13][C:8]([CH2:7][CH2:6][N:30]2[CH2:29][C@@H:28]3[CH2:33][C@H:31]2[CH2:32][N:27]3[C:24]([NH2:42])=[O:26])=[CH:9][CH:10]=1. The yield is 0.160.